Dataset: Forward reaction prediction with 1.9M reactions from USPTO patents (1976-2016). Task: Predict the product of the given reaction. (1) Given the reactants C(OC([NH:11][C@@H:12]([C:19](=[O:29])[NH:20][CH2:21][C:22]([O:24][C:25]([CH3:28])([CH3:27])[CH3:26])=[O:23])[C:13]1[CH:18]=[CH:17][CH:16]=[CH:15][CH:14]=1)=O)C1C=CC=CC=1, predict the reaction product. The product is: [C:25]([O:24][C:22]([CH2:21][NH:20][C:19]([C@H:12]([NH2:11])[C:13]1[CH:18]=[CH:17][CH:16]=[CH:15][CH:14]=1)=[O:29])=[O:23])([CH3:28])([CH3:26])[CH3:27]. (2) Given the reactants [Br:1][C:2]1[CH:10]=[CH:9][CH:8]=[C:7]2[C:3]=1[CH:4]=[CH:5][NH:6]2.[H-].[Na+].[Si:13](Cl)([C:16]([CH3:19])([CH3:18])[CH3:17])([CH3:15])[CH3:14].C(OCC)(=O)C, predict the reaction product. The product is: [Br:1][C:2]1[CH:10]=[CH:9][CH:8]=[C:7]2[C:3]=1[CH:4]=[CH:5][N:6]2[Si:13]([C:16]([CH3:19])([CH3:18])[CH3:17])([CH3:15])[CH3:14]. (3) Given the reactants [NH2:1][C:2]1[N:3]=[N:4][CH:5]=[C:6]([C:8]2[CH:24]=[CH:23][C:11]([O:12][C:13]3[CH:18]=[CH:17][N:16]=[C:15]([C:19]([NH:21][CH3:22])=[O:20])[CH:14]=3)=[CH:10][CH:9]=2)[N:7]=1.CC([O-])(C)C.[K+].[Cl:31][C:32]1[CH:40]=[CH:39][C:35]([C:36](Cl)=[O:37])=[CH:34][C:33]=1[C:41]([F:44])([F:43])[F:42], predict the reaction product. The product is: [Cl:31][C:32]1[CH:40]=[CH:39][C:35]([C:36]([NH:1][C:2]2[N:3]=[N:4][CH:5]=[C:6]([C:8]3[CH:9]=[CH:10][C:11]([O:12][C:13]4[CH:18]=[CH:17][N:16]=[C:15]([C:19]([NH:21][CH3:22])=[O:20])[CH:14]=4)=[CH:23][CH:24]=3)[N:7]=2)=[O:37])=[CH:34][C:33]=1[C:41]([F:42])([F:43])[F:44].